Dataset: Forward reaction prediction with 1.9M reactions from USPTO patents (1976-2016). Task: Predict the product of the given reaction. (1) Given the reactants [CH:1]1([CH:6]=O)[CH2:5][CH2:4][CH2:3][CH2:2]1.C([BH3-])#N.[Na+].[CH3:12][N:13]([CH3:29])[C:14]1([C:24]2[S:25][CH:26]=[CH:27][CH:28]=2)[CH2:23][CH2:22][C:17]2([CH2:21][CH2:20][NH:19][CH2:18]2)[CH2:16][CH2:15]1.C(O)(=O)C, predict the reaction product. The product is: [CH:1]1([CH2:6][N:19]2[CH2:18][C:17]3([CH2:22][CH2:23][C:14]([N:13]([CH3:29])[CH3:12])([C:24]4[S:25][CH:26]=[CH:27][CH:28]=4)[CH2:15][CH2:16]3)[CH2:21][CH2:20]2)[CH2:5][CH2:4][CH2:3][CH2:2]1. (2) Given the reactants Br[C:2]1[CH:3]=[N:4][C:5]([C:8]2[CH:9]=[CH:10][C:11](CC(C)C)=[C:12]([CH:15]=2)[C:13]#[N:14])=[N:6][CH:7]=1.[CH2:20]([C:22]1[C:27](B2OC(C)(C)C(C)(C)O2)=[CH:26][CH:25]=[CH:24][C:23]=1[O:37][CH2:38][CH2:39][CH2:40][C:41]([O:43][CH2:44][CH3:45])=[O:42])[CH3:21].P([O-])([O-])([O-])=O.[K+].[K+].[K+], predict the reaction product. The product is: [C:13]([C:12]1[CH:15]=[C:8]([C:5]2[N:6]=[CH:7][C:2]([C:27]3[C:22]([CH2:20][CH3:21])=[C:23]([O:37][CH2:38][CH2:39][CH2:40][C:41]([O:43][CH2:44][CH3:45])=[O:42])[CH:24]=[CH:25][CH:26]=3)=[CH:3][N:4]=2)[CH:9]=[CH:10][C:11]=1[O:37][CH:23]([CH3:24])[CH3:22])#[N:14]. (3) Given the reactants C[Li].CCOCC.C(=O)=O.CC(C)=O.Br[C:16]1[CH:17]=[C:18]2[C:23](=[CH:24][CH:25]=1)[N:22]=[C:21]([O:26][CH3:27])[C:20]([CH2:28][N:29]1[CH2:34][CH2:33][C:32]([C:36]([F:39])([F:38])[F:37])([OH:35])[CH2:31][CH2:30]1)=[C:19]2[Cl:40].C([Li])CCC.[CH3:46][N:47]1[C:51]([C:52]([C:54]2[CH:59]=[CH:58][N:57]=[C:56]([C:60]([F:63])([F:62])[F:61])[CH:55]=2)=[O:53])=[CH:50][N:49]=[CH:48]1, predict the reaction product. The product is: [Cl:40][C:19]1[C:18]2[C:23](=[CH:24][CH:25]=[C:16]([C:52]([OH:53])([C:51]3[N:47]([CH3:46])[CH:48]=[N:49][CH:50]=3)[C:54]3[CH:59]=[CH:58][N:57]=[C:56]([C:60]([F:62])([F:61])[F:63])[CH:55]=3)[CH:17]=2)[N:22]=[C:21]([O:26][CH3:27])[C:20]=1[CH2:28][N:29]1[CH2:34][CH2:33][C:32]([C:36]([F:39])([F:38])[F:37])([OH:35])[CH2:31][CH2:30]1. (4) The product is: [F:19][C:20]([F:32])([F:33])[C:21]1[CH:22]=[C:23]([CH:29]=[CH:30][CH:31]=1)[C:24]([O:26][CH2:27][N:15]1[C:14](=[O:16])[O:13][N:12]=[C:11]1[C:7]1[CH:6]=[C:5]([C:4]([F:3])([F:17])[F:18])[CH:10]=[CH:9][N:8]=1)=[O:25]. Given the reactants [H-].[Na+].[F:3][C:4]([F:18])([F:17])[C:5]1[CH:10]=[CH:9][N:8]=[C:7]([C:11]2[NH:12][O:13][C:14](=[O:16])[N:15]=2)[CH:6]=1.[F:19][C:20]([F:33])([F:32])[C:21]1[CH:22]=[C:23]([CH:29]=[CH:30][CH:31]=1)[C:24]([O:26][CH2:27]Cl)=[O:25].[Cl-].[NH4+], predict the reaction product. (5) Given the reactants [NH2:1][C:2]1[N:7]=[CH:6][N:5]=[C:4]2[N:8]([C@H:26]3[CH2:31][CH2:30][C@@H:29]([N:32]4[CH2:37][CH2:36][N:35]([CH3:38])[CH2:34][CH2:33]4)[CH2:28][CH2:27]3)[N:9]=[C:10]([C:11]3[CH:25]=[CH:24][C:14]([O:15][C:16]4[CH:23]=[CH:22][C:19]([C:20]#[N:21])=[CH:18][CH:17]=4)=[CH:13][CH:12]=3)[C:3]=12, predict the reaction product. The product is: [NH2:21][CH2:20][C:19]1[CH:18]=[CH:17][C:16]([O:15][C:14]2[CH:24]=[CH:25][C:11]([C:10]3[C:3]4[C:4](=[N:5][CH:6]=[N:7][C:2]=4[NH2:1])[N:8]([C@H:26]4[CH2:31][CH2:30][C@@H:29]([N:32]5[CH2:37][CH2:36][N:35]([CH3:38])[CH2:34][CH2:33]5)[CH2:28][CH2:27]4)[N:9]=3)=[CH:12][CH:13]=2)=[CH:23][CH:22]=1.